This data is from Forward reaction prediction with 1.9M reactions from USPTO patents (1976-2016). The task is: Predict the product of the given reaction. (1) Given the reactants [H-].[Na+].[I-].[CH3:4][S+](C)C.[Br:8][C:9]1[CH:14]=[C:13]([O:15][C:16]2[CH:21]=[CH:20][C:19]([Cl:22])=[CH:18][CH:17]=2)[CH:12]=[CH:11][C:10]=1[C:23](=[O:25])[CH3:24], predict the reaction product. The product is: [Br:8][C:9]1[CH:14]=[C:13]([O:15][C:16]2[CH:21]=[CH:20][C:19]([Cl:22])=[CH:18][CH:17]=2)[CH:12]=[CH:11][C:10]=1[C:23]1([CH3:4])[CH2:24][O:25]1. (2) Given the reactants [F:1][C:2]1[CH:3]=[CH:4][C:5]([OH:12])=[C:6]([CH:11]=1)[C:7]([O:9][CH3:10])=[O:8].[Cl:13][C:14]1[CH:21]=[CH:20][CH:19]=[CH:18][C:15]=1[CH2:16]Br.C(=O)([O-])[O-].[K+].[K+].[I-].[K+], predict the reaction product. The product is: [Cl:13][C:14]1[CH:21]=[CH:20][CH:19]=[CH:18][C:15]=1[CH2:16][O:12][C:5]1[CH:4]=[CH:3][C:2]([F:1])=[CH:11][C:6]=1[C:7]([O:9][CH3:10])=[O:8]. (3) Given the reactants ClC(Cl)(Cl)C(=N)O[CH2:5][C:6]1[CH:11]=[C:10]([F:12])[C:9]([Br:13])=[CH:8][C:7]=1[Cl:14].[F:18][C:19]1([F:27])[CH2:24][CH2:23][C:22]([CH3:26])([OH:25])[CH2:21][CH2:20]1, predict the reaction product. The product is: [Br:13][C:9]1[CH:8]=[C:7]([Cl:14])[C:6]([CH2:5][O:25][C:22]2([CH3:26])[CH2:23][CH2:24][C:19]([F:27])([F:18])[CH2:20][CH2:21]2)=[CH:11][C:10]=1[F:12]. (4) Given the reactants [NH:1]1[C:10]2[C:5](=[CH:6][CH:7]=[CH:8][CH:9]=2)[CH2:4][CH2:3][CH2:2]1.[N+:11]([O-])([OH:13])=[O:12].C(=O)([O-])[O-].[K+].[K+], predict the reaction product. The product is: [N+:11]([C:8]1[CH:9]=[C:10]2[C:5]([CH2:4][CH2:3][CH2:2][NH:1]2)=[CH:6][CH:7]=1)([O-:13])=[O:12]. (5) Given the reactants [CH:1]([O:14][C:15](=[O:45])[C:16]1[CH:21]=[CH:20][CH:19]=[CH:18][C:17]=1[N:22]([C:33](=[O:44])[C:34]([O:36][CH2:37][C:38]1[CH:43]=[CH:42][CH:41]=[CH:40][CH:39]=1)=[O:35])[C:23]1[CH:28]=[CH:27][C:26]([CH2:29][CH:30]2[CH2:32][O:31]2)=[CH:25][CH:24]=1)([C:8]1[CH:13]=[CH:12][CH:11]=[CH:10][CH:9]=1)[C:2]1[CH:7]=[CH:6][CH:5]=[CH:4][CH:3]=1.C(N(C(C)C)CC)(C)C.[CH2:55]([NH2:60])[CH2:56][CH2:57][CH2:58][CH3:59], predict the reaction product. The product is: [CH:1]([O:14][C:15](=[O:45])[C:16]1[CH:21]=[CH:20][CH:19]=[CH:18][C:17]=1[N:22]([C:33](=[O:44])[C:34]([O:36][CH2:37][C:38]1[CH:39]=[CH:40][CH:41]=[CH:42][CH:43]=1)=[O:35])[C:23]1[CH:24]=[CH:25][C:26]([CH2:29][CH:30]([OH:31])[CH2:32][NH:60][CH2:55][CH2:56][CH2:57][CH2:58][CH3:59])=[CH:27][CH:28]=1)([C:2]1[CH:7]=[CH:6][CH:5]=[CH:4][CH:3]=1)[C:8]1[CH:13]=[CH:12][CH:11]=[CH:10][CH:9]=1. (6) Given the reactants [C:1]([O:5][C:6]([N:8]([C:35]([O:37][C:38]([CH3:41])([CH3:40])[CH3:39])=[O:36])[C:9]1[CH:14]=[C:13]([CH2:15][C@H:16]2[C:19](=[O:20])[NH:18][C@@H:17]2[C:21]([N:23]([S:25]([C:28]2[CH:33]=[CH:32][C:31]([F:34])=[CH:30][CH:29]=2)(=[O:27])=[O:26])[CH3:24])=[O:22])[CH:12]=[CH:11][N:10]=1)=[O:7])([CH3:4])([CH3:3])[CH3:2].[CH3:42][C@@H:43]([N:50]=[C:51]=[O:52])[C:44]1[CH:49]=[CH:48][CH:47]=[CH:46][CH:45]=1, predict the reaction product. The product is: [C:1]([O:5][C:6]([N:8]([C:35]([O:37][C:38]([CH3:41])([CH3:40])[CH3:39])=[O:36])[C:9]1[CH:14]=[C:13]([CH2:15][C@H:16]2[C:19](=[O:20])[N:18]([C:51]([NH:50][C@@H:43]([C:44]3[CH:49]=[CH:48][CH:47]=[CH:46][CH:45]=3)[CH3:42])=[O:52])[C@@H:17]2[C:21]([N:23]([S:25]([C:28]2[CH:29]=[CH:30][C:31]([F:34])=[CH:32][CH:33]=2)(=[O:27])=[O:26])[CH3:24])=[O:22])[CH:12]=[CH:11][N:10]=1)=[O:7])([CH3:4])([CH3:3])[CH3:2]. (7) The product is: [CH3:1][O:2][C:3]([C:5]1[CH:10]=[C:9]([CH3:11])[N:8]=[C:7]([C:25]2[CH:26]=[CH:27][C:22]([C:13]3[CH:18]=[CH:17][CH:16]=[CH:15][CH:14]=3)=[CH:23][CH:24]=2)[N:6]=1)=[O:4]. Given the reactants [CH3:1][O:2][C:3]([C:5]1[CH:10]=[C:9]([CH3:11])[N:8]=[C:7](Cl)[N:6]=1)=[O:4].[C:13]1([C:22]2[CH:27]=[CH:26][CH:25]=[CH:24][CH:23]=2)[CH:18]=[CH:17][C:16](B(O)O)=[CH:15][CH:14]=1.C(P(C(C)(C)C)C(C)(C)C)(C)(C)C.[F-].[K+], predict the reaction product. (8) Given the reactants [F:1][C:2]1[CH:7]=[C:6](OC)[CH:5]=[C:4]([F:10])[C:3]=1[C:11]1[S:12][CH:13]=[C:14]([C:16]([OH:18])=[O:17])[N:15]=1.FC1C=C([C:36]2([OH:40])[CH2:39][CH2:38][CH2:37]2)C=C(F)C=1B1OC(C)(C)C(C)(C)O1, predict the reaction product. The product is: [F:10][C:4]1[CH:5]=[C:6]([C:36]2([OH:40])[CH2:39][CH2:38][CH2:37]2)[CH:7]=[C:2]([F:1])[C:3]=1[C:11]1[S:12][CH:13]=[C:14]([C:16]([OH:18])=[O:17])[N:15]=1. (9) Given the reactants [F:1][C:2]1[N:12]=[CH:11][C:5]2[NH:6][C:7](=O)[N:8]=[CH:9][C:4]=2[CH:3]=1.S(Cl)(Cl)=O.[Br:17][C:18]1[CH:19]=[C:20]([CH:22]=[CH:23][C:24]=1[Br:25])[NH2:21], predict the reaction product. The product is: [Br:17][C:18]1[CH:19]=[C:20]([NH:21][C:9]2[C:4]3[CH:3]=[C:2]([F:1])[N:12]=[CH:11][C:5]=3[N:6]=[CH:7][N:8]=2)[CH:22]=[CH:23][C:24]=1[Br:25]. (10) Given the reactants C(O[CH:5]1[O:22][C@H:21]([CH2:23][O:24][C:25](=[O:27])[CH3:26])[C@H:16]([O:17][C:18](=[O:20])[CH3:19])[C@H:11]([O:12][C:13](=[O:15])[CH3:14])[C@H:6]1[O:7][C:8](=[O:10])[CH3:9])(=O)C.C[Si]([N:32]=[N+:33]=[N-:34])(C)C.Cl[Sn](Cl)(Cl)Cl, predict the reaction product. The product is: [C:8]([O:7][C@@H:6]1[C@@H:11]([O:12][C:13](=[O:15])[CH3:14])[C@@H:16]([O:17][C:18](=[O:20])[CH3:19])[C@@H:21]([CH2:23][O:24][C:25](=[O:27])[CH3:26])[O:22][C@H:5]1[N:32]=[N+:33]=[N-:34])(=[O:10])[CH3:9].